From a dataset of Full USPTO retrosynthesis dataset with 1.9M reactions from patents (1976-2016). Predict the reactants needed to synthesize the given product. Given the product [NH2:1][C:2]1[N:7]=[CH:6][N:5]=[C:4]2[N:8]([C@H:18]3[CH2:22][CH2:21][NH:20][CH2:19]3)[N:9]=[C:10]([C:11]3[CH:12]=[CH:13][C:14]([NH:17][C:35](=[O:36])[C:34]4[CH:38]=[CH:39][CH:40]=[C:32]([C:31]([F:30])([F:41])[F:42])[CH:33]=4)=[CH:15][CH:16]=3)[C:3]=12, predict the reactants needed to synthesize it. The reactants are: [NH2:1][C:2]1[N:7]=[CH:6][N:5]=[C:4]2[N:8]([C@H:18]3[CH2:22][CH2:21][N:20](C(OC(C)(C)C)=O)[CH2:19]3)[N:9]=[C:10]([C:11]3[CH:16]=[CH:15][C:14]([NH2:17])=[CH:13][CH:12]=3)[C:3]=12.[F:30][C:31]([F:42])([F:41])[C:32]1[CH:33]=[C:34]([CH:38]=[CH:39][CH:40]=1)[C:35](Cl)=[O:36].